This data is from Forward reaction prediction with 1.9M reactions from USPTO patents (1976-2016). The task is: Predict the product of the given reaction. (1) Given the reactants [N:1]([C:4]1[CH:17]=[CH:16][C:7]([C:8]([C:10]2[CH:15]=[CH:14][CH:13]=[CH:12][CH:11]=2)=[O:9])=[CH:6][CH:5]=1)=[N+]=[N-].O, predict the reaction product. The product is: [NH2:1][C:4]1[CH:5]=[CH:6][C:7]([C:8]([C:10]2[CH:15]=[CH:14][CH:13]=[CH:12][CH:11]=2)=[O:9])=[CH:16][CH:17]=1. (2) Given the reactants Br[C:2]1[CH:3]=[C:4]([O:10][C:11]2[C:12]([F:28])=[C:13]([CH2:18][NH:19][C:20]([C:22]3[NH:26][CH:25]=[N:24][C:23]=3[Cl:27])=[O:21])[CH:14]=[CH:15][C:16]=2[Cl:17])[CH:5]=[C:6]([C:8]#[N:9])[CH:7]=1.[CH:29]#[C:30][CH2:31][CH3:32], predict the reaction product. The product is: [C:29]([C:2]1[CH:3]=[C:4]([O:10][C:11]2[C:12]([F:28])=[C:13]([CH2:18][NH:19][C:20]([C:22]3[NH:26][CH:25]=[N:24][C:23]=3[Cl:27])=[O:21])[CH:14]=[CH:15][C:16]=2[Cl:17])[CH:5]=[C:6]([C:8]#[N:9])[CH:7]=1)#[C:30][CH2:31][CH3:32]. (3) Given the reactants [Cl:1][C:2]1[CH:3]=[C:4]2[C:8](=[CH:9][CH:10]=1)[NH:7][C:6]([C:11]([NH:13][CH2:14][C:15]([OH:17])=O)=[O:12])=[CH:5]2.[C:18]1([NH:24][CH2:25][CH2:26][OH:27])[CH:23]=[CH:22][CH:21]=[CH:20][CH:19]=1.[Cl-].COC1N=C(OC)N=C([N+]2(C)CCOCC2)N=1.O, predict the reaction product. The product is: [Cl:1][C:2]1[CH:3]=[C:4]2[C:8](=[CH:9][CH:10]=1)[NH:7][C:6]([C:11]([NH:13][CH2:14][C:15]([N:24]([CH2:25][CH2:26][OH:27])[C:18]1[CH:23]=[CH:22][CH:21]=[CH:20][CH:19]=1)=[O:17])=[O:12])=[CH:5]2. (4) Given the reactants [C:1]([OH:5])(=[O:4])[CH:2]=[CH2:3].[CH:6]1([CH2:9][NH2:10])[CH2:8][CH2:7]1, predict the reaction product. The product is: [CH:6]1([CH2:9][NH:10][CH2:3][CH2:2][C:1]([OH:5])=[O:4])[CH2:8][CH2:7]1. (5) Given the reactants [N+:1]([C:4]1[CH:5]=[C:6]2[C:11](=[CH:12][CH:13]=1)[C:10]([NH2:14])=[N:9][CH:8]=[CH:7]2)([O-:3])=[O:2].[C:15](O[C:15]([O:17][C:18]([CH3:21])([CH3:20])[CH3:19])=[O:16])([O:17][C:18]([CH3:21])([CH3:20])[CH3:19])=[O:16], predict the reaction product. The product is: [N+:1]([C:4]1[CH:5]=[C:6]2[C:11](=[CH:12][CH:13]=1)[C:10]([N:14]([C:15]([O:17][C:18]([CH3:21])([CH3:20])[CH3:19])=[O:16])[C:15]([O:17][C:18]([CH3:21])([CH3:20])[CH3:19])=[O:16])=[N:9][CH:8]=[CH:7]2)([O-:3])=[O:2]. (6) The product is: [CH2:16]([O:15][C:10](=[O:14])[C@H:11]([CH3:13])[NH:5][C:4]1[CH:3]=[C:2]([Cl:1])[CH:8]=[C:7]([Cl:9])[CH:6]=1)[CH2:17][CH3:18]. Given the reactants [Cl:1][C:2]1[CH:3]=[C:4]([CH:6]=[C:7]([Cl:9])[CH:8]=1)[NH2:5].[C:10]([O:15][CH2:16][CH2:17][CH3:18])(=[O:14])[C:11]([CH3:13])=O, predict the reaction product. (7) Given the reactants Br[C:2]1[CH:3]=[CH:4][C:5]([C:8](=[O:12])[CH:9]([F:11])[F:10])=[N:6][CH:7]=1.[NH:13]1[CH:17]=[CH:16][CH:15]=[N:14]1.CN[C@@H]1CCCC[C@H]1NC.C([O-])([O-])=O.[K+].[K+], predict the reaction product. The product is: [F:10][CH:9]([F:11])[C:8]([C:5]1[CH:4]=[CH:3][C:2]([N:13]2[CH:17]=[CH:16][CH:15]=[N:14]2)=[CH:7][N:6]=1)=[O:12].